Predict the reaction yield, written as a fraction of the theoretical maximum amount of product (1.0 means a 100% yield; for example, 0.34 means a 34% yield). From a dataset of Reaction yield outcomes from USPTO patents with 853,638 reactions. (1) The reactants are CO[CH:3]([O:15][CH3:16])[C:4]1[C:9](CO)=[CH:8][C:7]2[O:12][CH2:13][O:14][C:6]=2[CH:5]=1.[CH3:17][O:18][C:19]([C:21]#[C:22][C:23]([O:25][CH3:26])=[O:24])=[O:20].CC(O)=O. No catalyst specified. The product is [O:15]1[CH:16]2[C:9]3[C:4]([CH:3]1[C:22]([C:23]([O:25][CH3:26])=[O:24])=[C:21]2[C:19]([O:18][CH3:17])=[O:20])=[CH:5][C:6]1[O:14][CH2:13][O:12][C:7]=1[CH:8]=3. The yield is 0.900. (2) The reactants are [CH3:1][O:2][CH2:3][C:4]#[C:5][C:6](=O)[CH3:7].[C:9]([CH2:11][C:12]([NH2:14])=[O:13])#[N:10].C(O)(=O)C.N1CCCCC1.N1CCCCC1. The catalyst is C(O)C.O.C(O)(=O)C. The product is [CH3:1][O:2][CH2:3][C:4]1[CH:5]=[C:6]([CH3:7])[NH:14][C:12](=[O:13])[C:11]=1[C:9]#[N:10]. The yield is 0.0868. (3) The reactants are [CH3:1][N:2]1[CH:6]=[C:5]([C:7]2[CH:8]=[C:9]3[N:14]([CH:15]=2)[N:13]=[CH:12][N:11]=[C:10]3[N:16]2[CH2:21][CH2:20][N:19]([C:22]3[N:27]=[CH:26][C:25]([C@H:28]([C:30]4[CH:35]=[CH:34][CH:33]=[CH:32][CH:31]=4)N)=[CH:24][N:23]=3)[CH2:18][CH2:17]2)[CH:4]=[N:3]1.C=O.[C:38]([BH3-])#[N:39].[Na+].[C:42](O)(=O)C.C([O-])(O)=O.[Na+]. The catalyst is CC#N. The product is [CH3:42][N:39]([CH3:38])[C@H:28]([C:25]1[CH:24]=[N:23][C:22]([N:19]2[CH2:20][CH2:21][N:16]([C:10]3[C:9]4=[CH:8][C:7]([C:5]5[CH:4]=[N:3][N:2]([CH3:1])[CH:6]=5)=[CH:15][N:14]4[N:13]=[CH:12][N:11]=3)[CH2:17][CH2:18]2)=[N:27][CH:26]=1)[C:30]1[CH:35]=[CH:34][CH:33]=[CH:32][CH:31]=1. The yield is 0.196. (4) The reactants are C1C=CC(P(C2C=CC=CC=2)C2C=CC=CC=2)=CC=1.C(N1C[C@@H:30](O)[C@H:29]([NH:33][S:34]([C:37]2[CH:42]=[CH:41][C:40]([O:43][C:44]3[CH:49]=[CH:48][CH:47]=[CH:46][CH:45]=3)=[CH:39][CH:38]=2)(=[O:36])=[O:35])C1)(OC(C)(C)C)=O.N(C(OCC)=O)=NC(OCC)=O. The catalyst is C1COCC1. The product is [O:43]([C:40]1[CH:41]=[CH:42][C:37]([S:34]([N:33]2[CH2:30][CH2:29]2)(=[O:36])=[O:35])=[CH:38][CH:39]=1)[C:44]1[CH:49]=[CH:48][CH:47]=[CH:46][CH:45]=1. The yield is 0.980. (5) The reactants are [K].[C:2]([O:9][CH2:10][CH3:11])(=[O:8])[C:3]([O:5]CC)=O.[N+:12]([C:15]1[CH:20]=[C:19]([Cl:21])[C:18]([Cl:22])=[CH:17][C:16]=1[CH3:23])([O-:14])=[O:13].Cl. The catalyst is C(OCC)C.O.C(OCC)(=O)C.CCO. The product is [O:5]=[C:3]([CH2:23][C:16]1[CH:17]=[C:18]([Cl:22])[C:19]([Cl:21])=[CH:20][C:15]=1[N+:12]([O-:14])=[O:13])[C:2]([O:9][CH2:10][CH3:11])=[O:8]. The yield is 0.620. (6) The reactants are [Br:1][C:2]1[CH:7]=[C:6]([F:8])[CH:5]=[C:4]([Br:9])[C:3]=1[NH:10][C:11]#[N:12].[NH:13]1[CH:17]=[C:16]([C:18]([O:20][CH2:21][CH3:22])=[O:19])[CH:15]=[N:14]1.Cl.O1CCOCC1. The catalyst is CCOCC. The product is [CH2:21]([O:20][C:18]([C:16]1[CH:17]=[N:13][N:14]([C:11](=[NH:12])[NH:10][C:3]2[C:4]([Br:9])=[CH:5][C:6]([F:8])=[CH:7][C:2]=2[Br:1])[CH:15]=1)=[O:19])[CH3:22]. The yield is 0.500.